This data is from NCI-60 drug combinations with 297,098 pairs across 59 cell lines. The task is: Regression. Given two drug SMILES strings and cell line genomic features, predict the synergy score measuring deviation from expected non-interaction effect. (1) Drug 1: C(=O)(N)NO. Drug 2: CS(=O)(=O)OCCCCOS(=O)(=O)C. Cell line: SW-620. Synergy scores: CSS=18.2, Synergy_ZIP=-4.31, Synergy_Bliss=-0.247, Synergy_Loewe=-0.426, Synergy_HSA=1.53. (2) Drug 1: CC1C(C(=O)NC(C(=O)N2CCCC2C(=O)N(CC(=O)N(C(C(=O)O1)C(C)C)C)C)C(C)C)NC(=O)C3=C4C(=C(C=C3)C)OC5=C(C(=O)C(=C(C5=N4)C(=O)NC6C(OC(=O)C(N(C(=O)CN(C(=O)C7CCCN7C(=O)C(NC6=O)C(C)C)C)C)C(C)C)C)N)C. Drug 2: CC12CCC3C(C1CCC2O)C(CC4=C3C=CC(=C4)O)CCCCCCCCCS(=O)CCCC(C(F)(F)F)(F)F. Cell line: HT29. Synergy scores: CSS=48.8, Synergy_ZIP=25.4, Synergy_Bliss=27.2, Synergy_Loewe=27.2, Synergy_HSA=27.0. (3) Drug 1: CCN(CC)CCNC(=O)C1=C(NC(=C1C)C=C2C3=C(C=CC(=C3)F)NC2=O)C. Drug 2: C1=CN(C=N1)CC(O)(P(=O)(O)O)P(=O)(O)O. Cell line: OVCAR-4. Synergy scores: CSS=-1.81, Synergy_ZIP=-0.289, Synergy_Bliss=-2.67, Synergy_Loewe=-3.29, Synergy_HSA=-2.92. (4) Drug 1: CS(=O)(=O)C1=CC(=C(C=C1)C(=O)NC2=CC(=C(C=C2)Cl)C3=CC=CC=N3)Cl. Drug 2: CN(C)N=NC1=C(NC=N1)C(=O)N. Cell line: TK-10. Synergy scores: CSS=5.26, Synergy_ZIP=0.0441, Synergy_Bliss=2.54, Synergy_Loewe=-0.748, Synergy_HSA=1.01. (5) Synergy scores: CSS=0.954, Synergy_ZIP=-0.275, Synergy_Bliss=-0.0458, Synergy_Loewe=0.174, Synergy_HSA=0.153. Cell line: SW-620. Drug 1: CN1C2=C(C=C(C=C2)N(CCCl)CCCl)N=C1CCCC(=O)O.Cl. Drug 2: COC1=NC(=NC2=C1N=CN2C3C(C(C(O3)CO)O)O)N. (6) Drug 1: C1=CC(=CC=C1C#N)C(C2=CC=C(C=C2)C#N)N3C=NC=N3. Drug 2: C1=CN(C(=O)N=C1N)C2C(C(C(O2)CO)O)O.Cl. Cell line: BT-549. Synergy scores: CSS=25.1, Synergy_ZIP=1.53, Synergy_Bliss=2.83, Synergy_Loewe=-1.64, Synergy_HSA=3.90.